Dataset: Reaction yield outcomes from USPTO patents with 853,638 reactions. Task: Predict the reaction yield, written as a fraction of the theoretical maximum amount of product (1.0 means a 100% yield; for example, 0.34 means a 34% yield). (1) The reactants are [Li+].[OH-].[CH3:3][O:4][C:5]1[CH:21]=[C:20]([O:22][CH3:23])[CH:19]=[CH:18][C:6]=1[CH2:7][N:8]1[C:12](=[O:13])[CH2:11][C@@H:10]([C:14]([O:16]C)=[O:15])[CH2:9]1. The catalyst is C1COCC1.O. The product is [CH3:3][O:4][C:5]1[CH:21]=[C:20]([O:22][CH3:23])[CH:19]=[CH:18][C:6]=1[CH2:7][N:8]1[C:12](=[O:13])[CH2:11][C@@H:10]([C:14]([OH:16])=[O:15])[CH2:9]1. The yield is 0.880. (2) The reactants are [CH3:1][C:2]([C:6]1[CH:11]=[CH:10][C:9]([N+:12]([O-:14])=[O:13])=[CH:8][CH:7]=1)([CH3:5])[C:3]#[N:4].Cl.[OH-].[Na+]. The catalyst is C1COCC1. The product is [CH3:5][C:2]([C:6]1[CH:11]=[CH:10][C:9]([N+:12]([O-:14])=[O:13])=[CH:8][CH:7]=1)([CH3:1])[CH2:3][NH2:4]. The yield is 0.900.